The task is: Predict the reactants needed to synthesize the given product.. This data is from Full USPTO retrosynthesis dataset with 1.9M reactions from patents (1976-2016). (1) Given the product [Cl:8][C:7]1[C:2]([NH:10][CH3:9])=[N:3][CH:4]=[CH:5][N:6]=1, predict the reactants needed to synthesize it. The reactants are: Cl[C:2]1[C:7]([Cl:8])=[N:6][CH:5]=[CH:4][N:3]=1.[CH3:9][NH2:10]. (2) Given the product [Br:42][C:6]1[CH:7]=[CH:8][C:9]([O:11][CH2:12][CH2:13][CH2:14][N:15]([CH2:30][C:31]2[CH:36]=[CH:35][CH:34]=[C:33]([C:37]([F:40])([F:39])[F:38])[C:32]=2[Cl:41])[CH2:16][CH:17]([C:24]2[CH:29]=[CH:28][CH:27]=[CH:26][CH:25]=2)[C:18]2[CH:19]=[CH:20][CH:21]=[CH:22][CH:23]=2)=[CH:10][C:5]=1[CH2:4][C:3]([OH:43])=[O:2], predict the reactants needed to synthesize it. The reactants are: C[O:2][C:3](=[O:43])[CH2:4][C:5]1[CH:10]=[C:9]([O:11][CH2:12][CH2:13][CH2:14][N:15]([CH2:30][C:31]2[CH:36]=[CH:35][CH:34]=[C:33]([C:37]([F:40])([F:39])[F:38])[C:32]=2[Cl:41])[CH2:16][CH:17]([C:24]2[CH:29]=[CH:28][CH:27]=[CH:26][CH:25]=2)[C:18]2[CH:23]=[CH:22][CH:21]=[CH:20][CH:19]=2)[CH:8]=[CH:7][C:6]=1[Br:42].[Li+].[OH-].[OH-].[K+]. (3) Given the product [CH:5]1[CH:6]=[C:7]2[CH:8]=[CH:9][C:10]([OH:14])=[C:11]([C:11]3[C:12]4[C:7](=[CH:6][CH:5]=[CH:4][CH:13]=4)[CH:8]=[CH:9][C:10]=3[OH:14])[C:12]2=[CH:13][CH:4]=1, predict the reactants needed to synthesize it. The reactants are: C(O[C:4]1[CH:13]=[C:12]2[C:7]([CH:8]=[CH:9][C:10]([OH:14])=[CH:11]2)=[CH:6][CH:5]=1)C. (4) The reactants are: [Br:1][C:2]1[CH:7]=[CH:6][C:5]([C:8]2[CH:13]=[CH:12][C:11]([O:14][CH2:15][C:16]3[C:17]([O:23]C)=[N+:18]([O-:22])[CH:19]=[CH:20][CH:21]=3)=[CH:10][CH:9]=2)=[CH:4][CH:3]=1.Cl. Given the product [Br:1][C:2]1[CH:3]=[CH:4][C:5]([C:8]2[CH:9]=[CH:10][C:11]([O:14][CH2:15][C:16]3[C:17](=[O:23])[N:18]([OH:22])[CH:19]=[CH:20][CH:21]=3)=[CH:12][CH:13]=2)=[CH:6][CH:7]=1, predict the reactants needed to synthesize it. (5) Given the product [NH:11]1[C:19]2[CH:18]=[CH:17][CH:16]=[C:15]([C:20]([NH2:22])=[O:21])[C:14]=2[C:13](=[O:23])[C:12]1=[O:24].[O:24]=[C:12]1[C:13](=[N:32][NH:31][C:30]2[CH:29]=[CH:28][C:27]([S:33](=[O:35])(=[O:34])[NH2:36])=[CH:26][CH:25]=2)[C:14]2[C:15]([C:20]([NH2:22])=[O:21])=[CH:16][CH:17]=[CH:18][C:19]=2[NH:11]1, predict the reactants needed to synthesize it. The reactants are: NC1C=CC=C(C(N)=O)C=1.[NH:11]1[C:19]2[CH:18]=[CH:17][CH:16]=[C:15]([C:20]([NH2:22])=[O:21])[C:14]=2[C:13](=[O:23])[C:12]1=[O:24].[CH:25]1[C:30]([NH:31][NH2:32])=[CH:29][CH:28]=[C:27]([S:33]([NH2:36])(=[O:35])=[O:34])[CH:26]=1.Cl. (6) Given the product [CH3:35][C:36]1([C:39]2[O:43][N:42]=[C:41]([C:44]3[O:34][N:33]=[C:29]4[C:30]5[C:25]([CH2:26][CH2:27][C:28]=34)=[CH:24][C:23]([CH:21]=[CH2:22])=[CH:32][CH:31]=5)[C:40]=2[C:48]([F:51])([F:49])[F:50])[CH2:38][CH2:37]1, predict the reactants needed to synthesize it. The reactants are: C([N-]C(C)C)(C)C.[Li+].C([Li])CCC.C(NC(C)C)(C)C.[CH:21]([C:23]1[CH:24]=[C:25]2[C:30](=[CH:31][CH:32]=1)/[C:29](=[N:33]/[OH:34])/[CH2:28][CH2:27][CH2:26]2)=[CH2:22].[CH3:35][C:36]1([C:39]2[O:43][N:42]=[C:41]([C:44](OC)=O)[C:40]=2[C:48]([F:51])([F:50])[F:49])[CH2:38][CH2:37]1.O.C1(C)C=CC(S(O)(=O)=O)=CC=1.